Dataset: Forward reaction prediction with 1.9M reactions from USPTO patents (1976-2016). Task: Predict the product of the given reaction. (1) Given the reactants [CH3:1][C:2]1[N:3]=[C:4]2[S:21][CH:20]=[CH:19][N:5]2[C:6](=[O:18])[C:7]=1[C:8]1[CH:13]=[CH:12][C:11]([C:14]([F:17])([F:16])[F:15])=[CH:10][CH:9]=1.[CH2:22]([O:27][C:28]1[C:35]([O:36][CH3:37])=[CH:34][CH:33]=[CH:32][C:29]=1[CH:30]=O)[CH2:23][CH:24]([CH3:26])[CH3:25].[O-]CC.[Na+], predict the reaction product. The product is: [CH2:22]([O:27][C:28]1[C:35]([O:36][CH3:37])=[CH:34][CH:33]=[CH:32][C:29]=1/[CH:30]=[CH:1]/[C:2]1[N:3]=[C:4]2[S:21][CH:20]=[CH:19][N:5]2[C:6](=[O:18])[C:7]=1[C:8]1[CH:13]=[CH:12][C:11]([C:14]([F:17])([F:15])[F:16])=[CH:10][CH:9]=1)[CH2:23][CH:24]([CH3:26])[CH3:25]. (2) The product is: [NH2:12][C:4]1[CH:3]=[C:2]([F:1])[C:7]([N+:8]([O-:10])=[O:9])=[CH:6][C:5]=1[NH:11][S:19]([C:16]1[CH:17]=[CH:18][C:13]([CH3:23])=[CH:14][CH:15]=1)(=[O:21])=[O:20]. Given the reactants [F:1][C:2]1[C:7]([N+:8]([O-:10])=[O:9])=[CH:6][C:5]([NH2:11])=[C:4]([NH2:12])[CH:3]=1.[C:13]1([CH3:23])[CH:18]=[CH:17][C:16]([S:19](Cl)(=[O:21])=[O:20])=[CH:15][CH:14]=1.Cl, predict the reaction product. (3) Given the reactants [C:1]([C:5]1[NH:6][C:7]([C:25]2[CH:30]=[CH:29][C:28]([F:31])=[CH:27][CH:26]=2)=[C:8]([C:10]2[N:15]=[C:14]3[N:16]([CH2:20][C:21]([CH3:24])([CH3:23])[CH3:22])[C:17]([NH2:19])=[N:18][C:13]3=[CH:12][CH:11]=2)[N:9]=1)([CH3:4])([CH3:3])[CH3:2].[C:32]([OH:39])(=[O:38])/[CH:33]=[CH:34]\[C:35]([OH:37])=[O:36], predict the reaction product. The product is: [C:32]([OH:39])(=[O:38])/[CH:33]=[CH:34]\[C:35]([OH:37])=[O:36].[C:32]([OH:39])(=[O:38])/[CH:33]=[CH:34]\[C:35]([OH:37])=[O:36].[C:1]([C:5]1[NH:6][C:7]([C:25]2[CH:26]=[CH:27][C:28]([F:31])=[CH:29][CH:30]=2)=[C:8]([C:10]2[N:15]=[C:14]3[N:16]([CH2:20][C:21]([CH3:24])([CH3:23])[CH3:22])[C:17]([NH2:19])=[N:18][C:13]3=[CH:12][CH:11]=2)[N:9]=1)([CH3:2])([CH3:3])[CH3:4].